The task is: Predict the reactants needed to synthesize the given product.. This data is from Full USPTO retrosynthesis dataset with 1.9M reactions from patents (1976-2016). (1) Given the product [F:1][C:2]1[CH:7]=[CH:6][C:5]([C@H:8]2[N:12]([S:13]([C:16]3[CH:21]=[CH:20][C:19]([CH3:22])=[CH:18][CH:17]=3)(=[O:15])=[O:14])[C@@H:11]([CH2:23][CH2:24][C:25]3[N:29]([CH3:30])[CH:28]=[CH:27][N:26]=3)[CH2:10][CH2:9]2)=[CH:4][CH:3]=1, predict the reactants needed to synthesize it. The reactants are: [F:1][C:2]1[CH:7]=[CH:6][C:5]([C@H:8]2[N:12]([S:13]([C:16]3[CH:21]=[CH:20][C:19]([CH3:22])=[CH:18][CH:17]=3)(=[O:15])=[O:14])[C@@H:11]([CH2:23][CH2:24][C:25]3[NH:26][CH:27]=[CH:28][N:29]=3)[CH2:10][CH2:9]2)=[CH:4][CH:3]=1.[CH3:30]I.[H-].[Na+]. (2) Given the product [F:32][C:33]1[CH:40]=[CH:39][CH:38]=[C:37]([F:41])[C:34]=1[CH2:35][CH2:20][CH:19]([OH:30])[CH2:18][N:15]1[CH2:16][CH2:17][N:12]([CH2:11][C:10]([NH:9][C:3]2[C:4]([CH3:8])=[CH:5][CH:6]=[CH:7][C:2]=2[CH3:1])=[O:31])[CH2:13][CH2:14]1, predict the reactants needed to synthesize it. The reactants are: [CH3:1][C:2]1[CH:7]=[CH:6][CH:5]=[C:4]([CH3:8])[C:3]=1[NH:9][C:10](=[O:31])[CH2:11][N:12]1[CH2:17][CH2:16][N:15]([CH2:18][CH:19]([OH:30])[CH2:20]CC2C=CC(OC)=CC=2)[CH2:14][CH2:13]1.[F:32][C:33]1[CH:40]=[CH:39][CH:38]=[C:37]([F:41])[C:34]=1[CH2:35]Cl.COC1C=CC(CCl)=CC=1. (3) Given the product [Br-:1].[F:37][C:33]1[CH:32]=[C:31]([CH:23]([C:24]2[CH:29]=[CH:28][CH:27]=[C:26]([F:30])[CH:25]=2)[O:22][C:21]([NH:20][C@@H:14]2[CH:15]3[CH2:16][CH2:17][N+:12]([CH2:2][C:3]([C:5]4[S:9][C:8]([C:10]#[N:11])=[CH:7][CH:6]=4)=[O:4])([CH2:19][CH2:18]3)[CH2:13]2)=[O:38])[CH:36]=[CH:35][CH:34]=1, predict the reactants needed to synthesize it. The reactants are: [Br:1][CH2:2][C:3]([C:5]1[S:9][C:8]([C:10]#[N:11])=[CH:7][CH:6]=1)=[O:4].[N:12]12[CH2:19][CH2:18][CH:15]([CH2:16][CH2:17]1)[C@@H:14]([NH:20][C:21](=[O:38])[O:22][CH:23]([C:31]1[CH:36]=[CH:35][CH:34]=[C:33]([F:37])[CH:32]=1)[C:24]1[CH:29]=[CH:28][CH:27]=[C:26]([F:30])[CH:25]=1)[CH2:13]2.CCOCC. (4) Given the product [CH2:3]([O:7][C:9]1[C:14]([F:15])=[C:13]([N:16]2[CH2:21][C@H:20]([CH3:22])[CH2:19][C@H:18]([CH3:23])[CH2:17]2)[N:12]=[CH:11][N:10]=1)[C:4]#[C:5][CH3:6], predict the reactants needed to synthesize it. The reactants are: [H-].[Na+].[CH2:3]([OH:7])[C:4]#[C:5][CH3:6].Cl[C:9]1[C:14]([F:15])=[C:13]([N:16]2[CH2:21][C@H:20]([CH3:22])[CH2:19][C@H:18]([CH3:23])[CH2:17]2)[N:12]=[CH:11][N:10]=1.[Cl-].[NH4+]. (5) The reactants are: CC1(C)O[C:6](=[O:8])[C:5](=[C:9](SC)[NH:10][C:11]2[CH:15]=[CH:14][S:13][CH:12]=2)C(=O)O1.[NH2:20][CH2:21][CH2:22][CH2:23][NH2:24].C(OC(=O)C)(=O)C.CN(C)C.[ClH:36].C([O-])(O)=O.[Na+]. Given the product [ClH:36].[NH2:20][CH2:21][CH2:22][CH2:23][NH:24][C:9]1[NH:10][C:11]2[CH:15]=[CH:14][S:13][C:12]=2[C:6](=[O:8])[CH:5]=1, predict the reactants needed to synthesize it. (6) Given the product [OH:1][C:2]1[CH:3]=[CH:4][C:5]([CH2:8][CH2:9][CH2:10][CH2:11][C:12]([N:16]([CH3:15])[CH2:17][C:18]2[CH:23]=[CH:22][CH:21]=[CH:20][C:19]=2[N:24]2[CH2:29][CH2:28][O:27][CH2:26][CH2:25]2)=[O:14])=[CH:6][CH:7]=1, predict the reactants needed to synthesize it. The reactants are: [OH:1][C:2]1[CH:7]=[CH:6][C:5]([CH2:8][CH2:9][CH2:10][CH2:11][C:12]([OH:14])=O)=[CH:4][CH:3]=1.[CH3:15][NH:16][CH2:17][C:18]1[CH:23]=[CH:22][CH:21]=[CH:20][C:19]=1[N:24]1[CH2:29][CH2:28][O:27][CH2:26][CH2:25]1.